This data is from Forward reaction prediction with 1.9M reactions from USPTO patents (1976-2016). The task is: Predict the product of the given reaction. (1) Given the reactants [C:1]([N:8]1[CH2:13][CH2:12][N:11]([CH:14]2[CH2:19][CH2:18][NH:17][CH2:16][CH2:15]2)[CH2:10][CH2:9]1)([O:3][C:4]([CH3:7])([CH3:6])[CH3:5])=[O:2].[O:20]1[CH2:23][C:22](=O)[CH2:21]1.S([O-])([O-])(=O)=O.[Na+].[Na+].C(O[BH-](OC(=O)C)OC(=O)C)(=O)C.[Na+], predict the reaction product. The product is: [O:20]1[CH2:23][CH:22]([N:17]2[CH2:18][CH2:19][CH:14]([N:11]3[CH2:10][CH2:9][N:8]([C:1]([O:3][C:4]([CH3:7])([CH3:6])[CH3:5])=[O:2])[CH2:13][CH2:12]3)[CH2:15][CH2:16]2)[CH2:21]1. (2) Given the reactants [OH:1][C@@H:2]1[CH2:7][CH2:6][CH2:5][CH2:4][C@H:3]1[O:8][C:9]1[CH:10]=[CH:11][CH:12]=[C:13]2[C:17]=1[C:16](=[O:18])[N:15]([CH2:19][CH:20]1[CH2:25][CH2:24][NH:23][CH2:22][CH2:21]1)[CH2:14]2.Br[C:27]1[CH:32]=[CH:31][CH:30]=[CH:29][N:28]=1.CC(C)([O-])C.[Na+].C1(P(C2C=CC=CC=2)C2C=CC3C(=CC=CC=3)C=2C2C3C(=CC=CC=3)C=CC=2P(C2C=CC=CC=2)C2C=CC=CC=2)C=CC=CC=1, predict the reaction product. The product is: [OH:1][C@@H:2]1[CH2:7][CH2:6][CH2:5][CH2:4][C@H:3]1[O:8][C:9]1[CH:10]=[CH:11][CH:12]=[C:13]2[C:17]=1[C:16](=[O:18])[N:15]([CH2:19][CH:20]1[CH2:25][CH2:24][N:23]([C:27]3[CH:32]=[CH:31][CH:30]=[CH:29][N:28]=3)[CH2:22][CH2:21]1)[CH2:14]2. (3) Given the reactants [OH-].[Na+].O.Cl.[NH2:5][C@H:6]([C:9]([OH:11])=[O:10])[CH2:7][SH:8].ClC(Cl)(O[C:16](=[O:22])OC(Cl)(Cl)Cl)Cl.Cl.O1CCO[CH2:27][CH2:26]1, predict the reaction product. The product is: [O:22]=[C:16]1[NH:5][C@H:6]([C:9]([O:11][CH2:26][CH3:27])=[O:10])[CH2:7][S:8]1. (4) Given the reactants [O:1]=[S:2]1(=[O:25])[CH2:7][CH:6]=[C:5]([C:8]2[CH:13]=[CH:12][C:11]([N:14]3[CH2:18][C@H:17]([CH2:19][N:20]=[N+:21]=[N-:22])[O:16][C:15]3=[O:23])=[CH:10][C:9]=2[F:24])[CH2:4][CH2:3]1.[CH2:26]([O:28][C:29]#[CH:30])[CH3:27].N1C(C)=CC=CC=1C.O, predict the reaction product. The product is: [O:25]=[S:2]1(=[O:1])[CH2:3][CH:4]=[C:5]([C:8]2[CH:13]=[CH:12][C:11]([N:14]3[CH2:18][C@H:17]([CH2:19][N:20]4[CH:27]=[C:26]([O:28][CH2:29][CH3:30])[N:22]=[N:21]4)[O:16][C:15]3=[O:23])=[CH:10][C:9]=2[F:24])[CH2:6][CH2:7]1. (5) Given the reactants [Br:1][C:2]1[C:7]([CH:8]=[O:9])=[CH:6][CH:5]=[CH:4][N:3]=1.CO.[BH4-].[Na+], predict the reaction product. The product is: [Br:1][C:2]1[C:7]([CH2:8][OH:9])=[CH:6][CH:5]=[CH:4][N:3]=1. (6) Given the reactants [CH3:1][Li].CON(C)[C:6](=[O:14])[C:7]1[CH:12]=[CH:11][N:10]=[C:9]([CH3:13])[CH:8]=1.[NH4+].[Cl-], predict the reaction product. The product is: [CH3:13][C:9]1[CH:8]=[C:7]([C:6](=[O:14])[CH3:1])[CH:12]=[CH:11][N:10]=1.